Dataset: Full USPTO retrosynthesis dataset with 1.9M reactions from patents (1976-2016). Task: Predict the reactants needed to synthesize the given product. (1) Given the product [C:16]([C:3]1[C:2]([NH:1][C:27]([C:25]2[N:26]=[C:22]([CH:19]([CH3:21])[CH3:20])[S:23][CH:24]=2)=[O:28])=[C:7]([Cl:8])[C:6]([O:9][CH2:10][CH:11]([O:12][CH3:13])[O:14][CH3:15])=[CH:5][CH:4]=1)(=[O:18])[CH3:17], predict the reactants needed to synthesize it. The reactants are: [NH2:1][C:2]1[C:7]([Cl:8])=[C:6]([O:9][CH2:10][CH:11]([O:14][CH3:15])[O:12][CH3:13])[CH:5]=[CH:4][C:3]=1[C:16](=[O:18])[CH3:17].[CH:19]([C:22]1[S:23][CH:24]=[C:25]([C:27](O)=[O:28])[N:26]=1)([CH3:21])[CH3:20].O=P(Cl)(Cl)Cl. (2) Given the product [OH:39][CH:37]1[CH2:38][N:35]([CH2:31][C:27]2[C:28]([CH3:30])=[CH:29][N:25]([C:23]3[C:22]([CH3:33])=[CH:21][N:20]=[C:19]([NH:18][C:4]4[C:3]([O:2][CH3:1])=[CH:8][C:7]([N:9]5[CH2:10][CH2:11][O:12][CH2:13][CH2:14]5)=[C:6]([NH:15][C:3](=[O:2])[CH:4]=[CH2:5])[CH:5]=4)[N:24]=3)[CH:26]=2)[CH2:36]1, predict the reactants needed to synthesize it. The reactants are: [CH3:1][O:2][C:3]1[CH:8]=[C:7]([N:9]2[CH2:14][CH2:13][O:12][CH2:11][CH2:10]2)[C:6]([N+:15]([O-])=O)=[CH:5][C:4]=1[NH:18][C:19]1[N:24]=[C:23]([N:25]2[CH:29]=[C:28]([CH3:30])[C:27]([CH:31]=O)=[CH:26]2)[C:22]([CH3:33])=[CH:21][N:20]=1.Cl.[NH:35]1[CH2:38][CH:37]([OH:39])[CH2:36]1. (3) Given the product [OH:31][CH:30]([C:26]1[CH:27]=[C:28]2[C:23](=[CH:24][CH:25]=1)[C:22](=[O:33])[O:21][C@H:20]([CH3:19])[CH2:29]2)[CH2:32][N:8]1[CH2:7][CH2:6][C:5]2([CH2:1][N:2]([C:11]3[CH:18]=[CH:17][C:14]([C:15]#[N:16])=[CH:13][N:12]=3)[CH2:3][CH2:4]2)[CH2:10][CH2:9]1, predict the reactants needed to synthesize it. The reactants are: [CH2:1]1[C:5]2([CH2:10][CH2:9][NH:8][CH2:7][CH2:6]2)[CH2:4][CH2:3][N:2]1[C:11]1[CH:18]=[CH:17][C:14]([C:15]#[N:16])=[CH:13][N:12]=1.[CH3:19][C@@H:20]1[CH2:29][C:28]2[C:23](=[CH:24][CH:25]=[C:26]([CH:30]3[CH2:32][O:31]3)[CH:27]=2)[C:22](=[O:33])[O:21]1. (4) Given the product [F:1][C:2]1[CH:3]=[C:4]([CH2:8][CH:9]([OH:10])[CH2:11][CH:12]([CH3:14])[CH3:13])[CH:5]=[CH:6][CH:7]=1, predict the reactants needed to synthesize it. The reactants are: [F:1][C:2]1[CH:3]=[C:4]([CH2:8][CH:9]=[O:10])[CH:5]=[CH:6][CH:7]=1.[CH2:11]([Mg]Br)[CH:12]([CH3:14])[CH3:13].O. (5) Given the product [CH:1]1([N:7]2[CH2:11][CH2:10][CH:9]([C:12]([NH:20][CH2:19][C:18]3[C:17]([Cl:16])=[CH:24][CH:23]=[CH:22][C:21]=3[Cl:25])=[O:14])[C:8]2=[O:15])[CH2:2][CH2:3][CH2:4][CH2:5][CH2:6]1, predict the reactants needed to synthesize it. The reactants are: [CH:1]1([N:7]2[CH2:11][CH2:10][CH:9]([C:12]([OH:14])=O)[C:8]2=[O:15])[CH2:6][CH2:5][CH2:4][CH2:3][CH2:2]1.[Cl:16][C:17]1[CH:24]=[CH:23][CH:22]=[C:21]([Cl:25])[C:18]=1[CH2:19][NH2:20].C(N=C=NCCCN(C)C)C.ON1C2C=CC=CC=2N=N1.